From a dataset of Full USPTO retrosynthesis dataset with 1.9M reactions from patents (1976-2016). Predict the reactants needed to synthesize the given product. (1) The reactants are: [CH3:1][CH:2]([CH3:8])[CH:3]=[CH:4][C:5]([OH:7])=[O:6].C([O-])([O-])=O.[K+].[K+].[CH2:15](Br)[C:16]1[CH:21]=[CH:20][CH:19]=[CH:18][CH:17]=1. Given the product [CH2:15]([O:6][C:5](=[O:7])[CH:4]=[CH:3][CH:2]([CH3:8])[CH3:1])[C:16]1[CH:21]=[CH:20][CH:19]=[CH:18][CH:17]=1, predict the reactants needed to synthesize it. (2) Given the product [C:31]([C:34]1[CH:39]=[CH:38][C:37]([O:1][C:2]2[CH:3]=[C:4]([C:14]3[N:15]([C:24]([O:26][C:27]([CH3:29])([CH3:28])[CH3:30])=[O:25])[C:16]([C:19]4[S:20][CH:21]=[CH:22][N:23]=4)=[CH:17][CH:18]=3)[CH:5]=[C:6]([O:8][C@@H:9]([CH3:13])[CH2:10][O:11][CH3:12])[CH:7]=2)=[CH:36][CH:35]=1)(=[O:33])[CH3:32], predict the reactants needed to synthesize it. The reactants are: [OH:1][C:2]1[CH:3]=[C:4]([C:14]2[N:15]([C:24]([O:26][C:27]([CH3:30])([CH3:29])[CH3:28])=[O:25])[C:16]([C:19]3[S:20][CH:21]=[CH:22][N:23]=3)=[CH:17][CH:18]=2)[CH:5]=[C:6]([O:8][C@@H:9]([CH3:13])[CH2:10][O:11][CH3:12])[CH:7]=1.[C:31]([C:34]1[CH:39]=[CH:38][C:37](B(O)O)=[CH:36][CH:35]=1)(=[O:33])[CH3:32].C(N(CC)CC)C.